Predict which catalyst facilitates the given reaction. From a dataset of Catalyst prediction with 721,799 reactions and 888 catalyst types from USPTO. (1) Reactant: [Br:1][C:2]1[CH:10]=[C:9]([N+:11]([O-:13])=[O:12])[CH:8]=[CH:7][C:3]=1[C:4]([OH:6])=[O:5].[C:14]([O-])([O-])=O.[K+].[K+].CI.O. Product: [Br:1][C:2]1[CH:10]=[C:9]([N+:11]([O-:13])=[O:12])[CH:8]=[CH:7][C:3]=1[C:4]([O:6][CH3:14])=[O:5]. The catalyst class is: 9. (2) Reactant: [CH2:1]([O:8][C:9]1[CH:10]=[C:11]([CH:21]=[CH:22][C:23]=1[N+:24]([O-:26])=[O:25])[CH2:12][CH:13]1[CH2:18][CH2:17][CH2:16][CH2:15][C:14]1=[N:19]O)[C:2]1[CH:7]=[CH:6][CH:5]=[CH:4][CH:3]=1.P(Cl)(Cl)(Cl)(Cl)Cl.[OH2:33]. Product: [CH2:1]([O:8][C:9]1[CH:10]=[C:11]([CH:21]=[CH:22][C:23]=1[N+:24]([O-:26])=[O:25])[CH2:12][CH:13]1[NH:19][C:14](=[O:33])[CH2:15][CH2:16][CH2:17][CH2:18]1)[C:2]1[CH:7]=[CH:6][CH:5]=[CH:4][CH:3]=1. The catalyst class is: 22. (3) Reactant: [F:1][C:2]([F:29])([F:28])[CH2:3][CH2:4][CH:5]([C:17]1[CH:27]=[CH:26][C:20]([C:21]([O:23]CC)=[O:22])=[CH:19][CH:18]=1)[NH:6][C:7]1[CH:8]=[N:9][C:10]2[C:15]([CH:16]=1)=[CH:14][CH:13]=[CH:12][CH:11]=2.[OH-].[Na+]. Product: [F:29][C:2]([F:1])([F:28])[CH2:3][CH2:4][CH:5]([C:17]1[CH:18]=[CH:19][C:20]([C:21]([OH:23])=[O:22])=[CH:26][CH:27]=1)[NH:6][C:7]1[CH:8]=[N:9][C:10]2[C:15]([CH:16]=1)=[CH:14][CH:13]=[CH:12][CH:11]=2. The catalyst class is: 111. (4) Reactant: [N:1]([CH2:4][CH:5]1[O:9][C:8]2[CH:10]=[C:11]([F:22])[CH:12]=[C:13]([C:14]3[C:19]([Cl:20])=[CH:18][CH:17]=[CH:16][C:15]=3[Cl:21])[C:7]=2[O:6]1)=[N+]=[N-].C1(P(C2C=CC=CC=2)C2C=CC=CC=2)C=CC=CC=1.O.Cl. Product: [Cl:21][C:15]1[CH:16]=[CH:17][CH:18]=[C:19]([Cl:20])[C:14]=1[C:13]1[C:7]2[O:6][CH:5]([CH2:4][NH2:1])[O:9][C:8]=2[CH:10]=[C:11]([F:22])[CH:12]=1. The catalyst class is: 54.